Dataset: Peptide-MHC class I binding affinity with 185,985 pairs from IEDB/IMGT. Task: Regression. Given a peptide amino acid sequence and an MHC pseudo amino acid sequence, predict their binding affinity value. This is MHC class I binding data. (1) The peptide sequence is IVCIVAAVII. The binding affinity (normalized) is 0.244. The MHC is HLA-A02:06 with pseudo-sequence HLA-A02:06. (2) The peptide sequence is RSQGENPTW. The MHC is Mamu-B52 with pseudo-sequence Mamu-B52. The binding affinity (normalized) is 0.421. (3) The peptide sequence is LMWASSGFF. The MHC is HLA-B15:01 with pseudo-sequence HLA-B15:01. The binding affinity (normalized) is 0.646. (4) The peptide sequence is VTIMSGLVF. The MHC is Mamu-B52 with pseudo-sequence Mamu-B52. The binding affinity (normalized) is 0.288. (5) The peptide sequence is RHINVELSL. The MHC is HLA-B38:01 with pseudo-sequence HLA-B38:01. The binding affinity (normalized) is 0.598. (6) The peptide sequence is LSPLLLSTTQW. The MHC is Mamu-A01 with pseudo-sequence Mamu-A01. The binding affinity (normalized) is 0.540. (7) The peptide sequence is HQTLQDPRVR. The MHC is HLA-A03:01 with pseudo-sequence HLA-A03:01. The binding affinity (normalized) is 0.00860. (8) The binding affinity (normalized) is 0.423. The peptide sequence is HYIVLSSEL. The MHC is HLA-A23:01 with pseudo-sequence HLA-A23:01. (9) The peptide sequence is LQDDFDFNY. The MHC is HLA-B15:17 with pseudo-sequence HLA-B15:17. The binding affinity (normalized) is 0.0847. (10) The binding affinity (normalized) is 0.0847. The MHC is HLA-B46:01 with pseudo-sequence HLA-B46:01. The peptide sequence is ILQDRIRMY.